Dataset: Experimentally validated miRNA-target interactions with 360,000+ pairs, plus equal number of negative samples. Task: Binary Classification. Given a miRNA mature sequence and a target amino acid sequence, predict their likelihood of interaction. (1) The miRNA is hsa-miR-642b-3p with sequence AGACACAUUUGGAGAGGGACCC. The protein sequence of the target gene is MQGEDARYLKRKVKGGNIDVHPSEKALIVQYEVEATILGEMGDPMLGERKECQKIIRLKSLNANTDITSLARKVVEECKLIHPSKLSEVEQLLYYLQNRRDSLPGKEKKEKSSKPKDPPPFEGMEIDEVANINDMDEYIELLYEDIPDKVRGSALILQLARNPDNLEELLLNETALGALARVLREDWKQSVELATNIIYIFFCFSSFSHFHGLITHYKIGALCMNIIDHELKRHELWQEELSKKKKAVDEDLENQTLRKDYDKTFKKYQGLVVKQEQLLRVALYLLLNLAEDTRTELKMR.... Result: 0 (no interaction). (2) Result: 0 (no interaction). The miRNA is hsa-miR-548am-3p with sequence CAAAAACUGCAGUUACUUUUGU. The protein sequence of the target gene is MIGRISQPLLNTSQKFMAPAARTLMLHEHHGMKILQNYEIKVPPFGVAQDAETAFSEAKRIGGKDYVVKAQVLAGGRGKGRFSSGLQGGVQIVFTPDEVKQKAGMMIGANLITKQTDHRGKKCEEVMVCKRLFTRREYYFSITLDRNTNGPIVIASSQGGVNIEEVAATNPDAIVKMPIDVNVGITKELAHEIAVKMGFSKDCEQQASEIIEKLYQMFKGSDATLVEINPMAEDVNGDVYCMDCKLLLDSNAEFRQAKLFDLKDKKQEDELEIRAAAANLNYIRLDGTIGCMVNGAGLAM.... (3) The protein sequence of the target gene is MVLILGRRLNREDLGVRDSPATKRKVFEMDPKSLTGHEYFDFSSGSSHAENILQIFNEFRDSRLFTDVIICVEGKEFPCHRAVLSACSSYFRAMFCNDHRESREMLVEINGILAEAMECFLQYVYTGKVKITTENVQYLFETSSLFQISVLRDACAKFLEEQLDPCNCLGIQRFADTHSLKTLFTKCKTFALQTFEDVSQHEEFLELDKDELIDYICSDELVIGKEEMVFEAVMRWVYRAVDLRRPLLHELLTHVRLPLLHPNYFVQTVEVDQLIQNSPECYQLLHEARRYHILGNEMMS.... The miRNA is mmu-miR-378b with sequence CUGGACUUGGAGUCAGAAGA. Result: 0 (no interaction). (4) The miRNA is hsa-miR-619-5p with sequence GCUGGGAUUACAGGCAUGAGCC. The protein sequence of the target gene is MAAEWASRFWLWATLLIPAAAVYEDQVGKFDWRQQYVGKVKFASLEFSPGSKKLVVATEKNVIAALNSRTGEILWRHVDKGTAEGAVDAMLLHGQDVITVSNGGRIMRSWETNIGGLNWEITLDSGSFQALGLVGLQESVRYIAVLKKTTLALHHLSSGHLKWVEHLPESDSIHYQMVYSYGSGVVWALGVVPFSHVNIVKFNVEDGEIVQQVRVSTPWLQHLSGACGVVDEAVLVCPDPSSRSLQTLALETEWELRQIPLQSLDLEFGSGFQPRVLPTQPNPVDASRAQFFLHLSPSHY.... Result: 1 (interaction). (5) Result: 0 (no interaction). The protein sequence of the target gene is MPSATSHSGSGSKSSGPPPPSGSSGSEAAAGAAAPASQHPATGTGAVQTEAMKQILGVIDKKLRNLEKKKGKLDDYQERMNKGERLNQDQLDAVSKYQEVTNNLEFAKELQRSFMALSQDIQKTIKKTARREQLMREEAEQKRLKTVLELQYVLDKLGDDDVRTDLKQGLSGVPILSEEELSLLDEFYKLVDPERDMSLRLNEQYEHASIHLWDLLEGKEKPVCGTTYKALKEIVERVFQSNYFDSTHNHQNGLCEEEEAASAPTVEDQVAEAEPEPAEEYTEQSEVESTEYVNRQFMAE.... The miRNA is mmu-miR-7007-3p with sequence CCCAUCCACGUUUCUUCU.